This data is from Catalyst prediction with 721,799 reactions and 888 catalyst types from USPTO. The task is: Predict which catalyst facilitates the given reaction. Reactant: [CH2:1]([O:3][C:4]([CH:6]1[CH:11]2[CH:7]1[CH2:8][CH2:9][C:10]2=[O:12])=[O:5])[CH3:2].CCN(CC)CC.O([Si:28]([C:31]([CH3:34])([CH3:33])[CH3:32])([CH3:30])[CH3:29])S(C(F)(F)F)(=O)=O. Product: [CH2:1]([O:3][C:4]([CH:6]1[CH:11]2[CH:7]1[CH2:8][CH:9]=[C:10]2[O:12][Si:28]([C:31]([CH3:34])([CH3:33])[CH3:32])([CH3:30])[CH3:29])=[O:5])[CH3:2]. The catalyst class is: 4.